From a dataset of Reaction yield outcomes from USPTO patents with 853,638 reactions. Predict the reaction yield, written as a fraction of the theoretical maximum amount of product (1.0 means a 100% yield; for example, 0.34 means a 34% yield). (1) The reactants are [C:1]([NH:20][NH:21][C:22]1[CH:30]=[CH:29][C:25]([C:26]([OH:28])=[O:27])=[CH:24][CH:23]=1)([C:14]1[CH:19]=[CH:18][CH:17]=[CH:16][CH:15]=1)([C:8]1[CH:13]=[CH:12][CH:11]=[CH:10][CH:9]=1)[C:2]1[CH:7]=[CH:6][CH:5]=[CH:4][CH:3]=1.OO.O. The catalyst is C(O)(=O)C.C(OCC)(=O)C.[O-][W]([O-])(=O)=O.[Na+].[Na+]. The product is [C:1]([N:20]=[N:21][C:22]1[CH:23]=[CH:24][C:25]([C:26]([OH:28])=[O:27])=[CH:29][CH:30]=1)([C:14]1[CH:19]=[CH:18][CH:17]=[CH:16][CH:15]=1)([C:8]1[CH:9]=[CH:10][CH:11]=[CH:12][CH:13]=1)[C:2]1[CH:7]=[CH:6][CH:5]=[CH:4][CH:3]=1. The yield is 0.350. (2) The reactants are [NH2:1][CH2:2][C:3]1[CH:4]=[C:5]([C:9]2[CH:14]=[CH:13][CH:12]=[C:11]([CH2:15][NH:16][C:17]3[N:22]=[C:21]([NH:23][CH2:24][C@H:25]4[CH2:30][CH2:29][C@H:28]([CH2:31][OH:32])[CH2:27][CH2:26]4)[C:20]([N+:33]([O-:35])=[O:34])=[CH:19][N:18]=3)[C:10]=2[CH3:36])[CH:6]=[CH:7][CH:8]=1.Br[CH2:38][CH2:39][OH:40].C(N(C(C)C)CC)(C)C. The catalyst is CN(C=O)C.CCOC(C)=O. The product is [OH:32][CH2:31][C@H:28]1[CH2:27][CH2:26][C@H:25]([CH2:24][NH:23][C:21]2[C:20]([N+:33]([O-:35])=[O:34])=[CH:19][N:18]=[C:17]([NH:16][CH2:15][C:11]3[C:10]([CH3:36])=[C:9]([C:5]4[CH:6]=[CH:7][CH:8]=[C:3]([CH2:2][NH:1][CH2:38][CH2:39][OH:40])[CH:4]=4)[CH:14]=[CH:13][CH:12]=3)[N:22]=2)[CH2:30][CH2:29]1. The yield is 0.240. (3) The reactants are [NH2:1][CH2:2][C@H:3]([OH:14])[CH2:4][N:5]1[CH2:13][C:12]2[C:7](=[CH:8][CH:9]=[CH:10][CH:11]=2)[CH2:6]1.N1[C:24]2[C:19](=[CH:20][CH:21]=[CH:22][C:23]=2[O:25][CH2:26][C:27](OCC)=[O:28])C=CC=1. The catalyst is CCO. The product is [OH:14][C@H:3]([CH2:4][N:5]1[CH2:13][C:12]2[C:7](=[CH:8][CH:9]=[CH:10][CH:11]=2)[CH2:6]1)[CH2:2][NH:1][C:27](=[O:28])[CH2:26][O:25][C:23]1[CH:24]=[CH:19][CH:20]=[CH:21][CH:22]=1. The yield is 0.310. (4) The reactants are C(OC([N:8]1[CH2:13][CH2:12][C:11]2[N:14]([CH2:27][CH2:28][CH2:29][N:30]3[CH2:35][CH2:34][CH:33]([N:36]4[C:40]5[CH:41]=[CH:42][CH:43]=[CH:44][C:39]=5[N:38]([CH3:45])[C:37]4=[O:46])[CH2:32][CH2:31]3)[N:15]=[C:16]([C:17]3[CH:22]=[CH:21][C:20]([C:23]([F:26])([F:25])[F:24])=[CH:19][CH:18]=3)[C:10]=2[CH2:9]1)=O)(C)(C)C.C(Cl)Cl. The catalyst is FC(F)(F)C(O)=O. The product is [CH3:45][N:38]1[C:39]2[CH:44]=[CH:43][CH:42]=[CH:41][C:40]=2[N:36]([CH:33]2[CH2:34][CH2:35][N:30]([CH2:29][CH2:28][CH2:27][N:14]3[C:11]4[CH2:12][CH2:13][NH:8][CH2:9][C:10]=4[C:16]([C:17]4[CH:18]=[CH:19][C:20]([C:23]([F:25])([F:26])[F:24])=[CH:21][CH:22]=4)=[N:15]3)[CH2:31][CH2:32]2)[C:37]1=[O:46]. The yield is 0.960. (5) The reactants are C([O:3][C:4](=[O:27])[CH2:5][C:6]1[C:7](=[O:26])[O:8][C:9]2[C:14]([C:15]=1[C:16]1[CH:21]=[CH:20][CH:19]=[CH:18][CH:17]=1)=[CH:13][C:12]1[CH2:22][CH2:23][C:24](=[O:25])[C:11]=1[CH:10]=2)C.Cl. The catalyst is C(O)(=O)C. The product is [O:26]=[C:7]1[C:6]([CH2:5][C:4]([OH:27])=[O:3])=[C:15]([C:16]2[CH:17]=[CH:18][CH:19]=[CH:20][CH:21]=2)[C:14]2[C:9](=[CH:10][C:11]3[C:24](=[O:25])[CH2:23][CH2:22][C:12]=3[CH:13]=2)[O:8]1. The yield is 0.790. (6) The reactants are [NH2:1][C@H:2]1[C@@H:7]([CH2:8]O)[CH2:6][CH2:5][N:4]([C:10]([O:12][C:13]([CH3:16])([CH3:15])[CH3:14])=[O:11])[CH2:3]1.C(N(CC)CC)C.[N+:24]([C:27]1[CH:32]=[CH:31][CH:30]=[CH:29][C:28]=1[S:33](Cl)(=[O:35])=[O:34])([O-:26])=[O:25]. The catalyst is C(Cl)Cl. The product is [N+:24]([C:27]1[CH:32]=[CH:31][CH:30]=[CH:29][C:28]=1[S:33]([N:1]1[C@H:2]2[C@H:7]([CH2:6][CH2:5][N:4]([C:10]([O:12][C:13]([CH3:16])([CH3:15])[CH3:14])=[O:11])[CH2:3]2)[CH2:8]1)(=[O:35])=[O:34])([O-:26])=[O:25]. The yield is 0.700. (7) The reactants are [C:1]1([O:7][C:8]2[CH:13]=[CH:12][C:11]([CH2:14]O)=[CH:10][CH:9]=2)[CH:6]=[CH:5][CH:4]=[CH:3][CH:2]=1.S(Cl)([Cl:18])=O. The catalyst is C(Cl)(Cl)Cl. The product is [Cl:18][CH2:14][C:11]1[CH:12]=[CH:13][C:8]([O:7][C:1]2[CH:6]=[CH:5][CH:4]=[CH:3][CH:2]=2)=[CH:9][CH:10]=1. The yield is 0.930. (8) The reactants are [C:1]([O:5][C:6](=[O:34])[NH:7][CH2:8][C:9]1([C:12]2[CH:17]=[CH:16][C:15]([C:18]3[C:19]4[C:20]5[CH:33]=[CH:32][S:31][C:21]=5[C:22](=[O:30])[NH:23][C:24]=4[CH:25]=[CH:26][C:27]=3[O:28][CH3:29])=[CH:14][CH:13]=2)[CH2:11][CH2:10]1)([CH3:4])([CH3:3])[CH3:2].C1C(=O)N([Cl:42])C(=O)C1. No catalyst specified. The product is [C:1]([O:5][C:6](=[O:34])[NH:7][CH2:8][C:9]1([C:12]2[CH:13]=[CH:14][C:15]([C:18]3[C:19]4[C:20]5[CH:33]=[CH:32][S:31][C:21]=5[C:22](=[O:30])[NH:23][C:24]=4[C:25]([Cl:42])=[CH:26][C:27]=3[O:28][CH3:29])=[CH:16][CH:17]=2)[CH2:11][CH2:10]1)([CH3:4])([CH3:2])[CH3:3]. The yield is 0.780. (9) The reactants are [N+:1]([C:4]1[CH:9]=[CH:8][C:7]([N:10]2[CH:16]3[CH2:17][CH2:18][N:13]([CH2:14][CH2:15]3)[CH2:12][CH2:11]2)=[CH:6][CH:5]=1)([O-])=O. The catalyst is [Pd].CO. The product is [N:13]12[CH2:18][CH2:17][CH:16]([CH2:15][CH2:14]1)[N:10]([C:7]1[CH:8]=[CH:9][C:4]([NH2:1])=[CH:5][CH:6]=1)[CH2:11][CH2:12]2. The yield is 1.00.